This data is from Full USPTO retrosynthesis dataset with 1.9M reactions from patents (1976-2016). The task is: Predict the reactants needed to synthesize the given product. (1) Given the product [OH:1][C:2]([C:5]1[C:13]2[C:8](=[CH:9][C:10]([C:14]([NH:32][C@@H:30]([C:28]3[O:27][N:26]=[C:25]([CH3:24])[N:29]=3)[CH3:31])=[O:15])=[CH:11][CH:12]=2)[N:7]([C:17]2[CH:21]=[CH:20][S:19][CH:18]=2)[N:6]=1)([CH3:4])[CH3:3], predict the reactants needed to synthesize it. The reactants are: [OH:1][C:2]([C:5]1[C:13]2[C:8](=[CH:9][C:10]([C:14](O)=[O:15])=[CH:11][CH:12]=2)[N:7]([C:17]2[CH:21]=[CH:20][S:19][CH:18]=2)[N:6]=1)([CH3:4])[CH3:3].Cl.Cl.[CH3:24][C:25]1[N:29]=[C:28]([C@H:30]([NH2:32])[CH3:31])[O:27][N:26]=1.Cl.CN(C)CCCN=C=NCC.ON1C2N=CC=CC=2N=N1.CN1CCOCC1. (2) Given the product [CH2:6]([N:5]([CH2:4][C:3]1[CH:8]=[CH:9][CH:10]=[CH:11][C:2]=1[F:1])[C:21](=[O:22])[CH2:20][CH2:19][C:16]1[CH:17]=[CH:18][C:13]([OH:12])=[CH:14][CH:15]=1)[CH3:7], predict the reactants needed to synthesize it. The reactants are: [F:1][C:2]1[CH:11]=[CH:10][CH:9]=[CH:8][C:3]=1[CH2:4][NH:5][CH2:6][CH3:7].[OH:12][C:13]1[CH:18]=[CH:17][C:16]([CH2:19][CH2:20][C:21](O)=[O:22])=[CH:15][CH:14]=1.F[B-](F)(F)F.N1(OC(N(C)C)=[N+](C)C)C2C=CC=CC=2N=N1.C(N(C(C)C)C(C)C)C. (3) Given the product [Cl:19][C:11]1[S:12][CH:13]=[C:9]([C:5]2[CH:6]=[CH:7][CH:8]=[C:3]([C:2]([F:16])([F:15])[F:1])[CH:4]=2)[N:10]=1, predict the reactants needed to synthesize it. The reactants are: [F:1][C:2]([F:16])([F:15])[C:3]1[CH:4]=[C:5]([C:9]2[NH:10][C:11](=O)[S:12][CH:13]=2)[CH:6]=[CH:7][CH:8]=1.P(Cl)(Cl)([Cl:19])=O. (4) The reactants are: I[C:2]1[C:3](=[O:21])[N:4]([CH3:20])[C:5](=[O:19])[N:6]([C:9]2[CH:14]=[CH:13][CH:12]=[C:11]([C:15]([F:18])([F:17])[F:16])[CH:10]=2)[C:7]=1[CH3:8].[CH2:22]([O:24][CH:25]([O:28][CH2:29][CH3:30])[C:26]#[CH:27])[CH3:23].C(N(CC)CC)C.O. Given the product [CH2:22]([O:24][CH:25]([O:28][CH2:29][CH3:30])[C:26]#[C:27][C:2]1[C:3](=[O:21])[N:4]([CH3:20])[C:5](=[O:19])[N:6]([C:9]2[CH:14]=[CH:13][CH:12]=[C:11]([C:15]([F:18])([F:17])[F:16])[CH:10]=2)[C:7]=1[CH3:8])[CH3:23], predict the reactants needed to synthesize it. (5) Given the product [C:20]([NH:1][CH2:2][CH2:3][CH2:4][CH2:5][CH2:6][CH2:7][CH2:8][CH2:9][CH2:10][CH2:11][CH2:12][CH2:13][NH2:14])([O:19][C:16]([CH3:18])([CH3:17])[CH3:15])=[O:21], predict the reactants needed to synthesize it. The reactants are: [NH2:1][CH2:2][CH2:3][CH2:4][CH2:5][CH2:6][CH2:7][CH2:8][CH2:9][CH2:10][CH2:11][CH2:12][CH2:13][NH2:14].[CH3:15][C:16]([O:19][C:20](O[C:20]([O:19][C:16]([CH3:18])([CH3:17])[CH3:15])=[O:21])=[O:21])([CH3:18])[CH3:17]. (6) Given the product [CH3:8][C:6]1[CH:5]=[C:4]([C:9]2[CH:17]=[CH:16][CH:15]=[C:14]3[C:10]=2[CH:11]=[C:12]([CH:18]([CH3:20])[CH3:19])[CH-:13]3)[CH:3]=[C:2]([CH3:1])[CH:7]=1.[Li+:21], predict the reactants needed to synthesize it. The reactants are: [CH3:1][C:2]1[CH:3]=[C:4]([C:9]2[CH:17]=[CH:16][CH:15]=[C:14]3[C:10]=2[CH:11]=[C:12]([CH:18]([CH3:20])[CH3:19])[CH2:13]3)[CH:5]=[C:6]([CH3:8])[CH:7]=1.[Li:21]CCCC. (7) Given the product [CH3:8][C:3]1([CH3:9])[C:4](=[O:7])[CH2:5][CH2:6][CH:2]1[NH:1][C:22](=[O:23])[O:21][C:18]([CH3:20])([CH3:19])[CH3:17], predict the reactants needed to synthesize it. The reactants are: [NH2:1][CH:2]1[CH2:6][CH2:5][C:4](=[O:7])[C:3]1([CH3:9])[CH3:8].C(NC(C)C)(C)C.[CH3:17][C:18]([O:21][C:22](O[C:22]([O:21][C:18]([CH3:20])([CH3:19])[CH3:17])=[O:23])=[O:23])([CH3:20])[CH3:19]. (8) The reactants are: [Cl:1][C:2]1[CH:3]=[C:4]([C:8]2[C:13]([O:14][CH3:15])=[CH:12][CH:11]=[C:10]([CH2:16][C:17]3[CH:18]=[C:19]([NH2:23])[CH:20]=[CH:21][CH:22]=3)[CH:9]=2)[CH:5]=[CH:6][CH:7]=1.N1C=CC=CC=1.[CH3:30][S:31](Cl)(=[O:33])=[O:32]. Given the product [Cl:1][C:2]1[CH:3]=[C:4]([C:8]2[C:13]([O:14][CH3:15])=[CH:12][CH:11]=[C:10]([CH2:16][C:17]3[CH:18]=[C:19]([NH:23][S:31]([CH3:30])(=[O:33])=[O:32])[CH:20]=[CH:21][CH:22]=3)[CH:9]=2)[CH:5]=[CH:6][CH:7]=1, predict the reactants needed to synthesize it. (9) The reactants are: [Cl:1][C:2]1[CH:7]=[CH:6][C:5]([C:8]2([C:13]([OH:15])=O)[CH2:12][CH2:11][CH2:10][CH2:9]2)=[CH:4][CH:3]=1.[NH2:16][CH2:17][CH2:18][CH2:19][N:20]1[CH2:25][CH2:24][CH:23]([C:26]2[CH:27]=[C:28]([NH:32][C:33](=[O:37])[CH:34]([CH3:36])[CH3:35])[CH:29]=[CH:30][CH:31]=2)[CH2:22][CH2:21]1. Given the product [Cl:1][C:2]1[CH:3]=[CH:4][C:5]([C:8]2([C:13]([NH:16][CH2:17][CH2:18][CH2:19][N:20]3[CH2:25][CH2:24][CH:23]([C:26]4[CH:31]=[CH:30][CH:29]=[C:28]([NH:32][C:33](=[O:37])[CH:34]([CH3:35])[CH3:36])[CH:27]=4)[CH2:22][CH2:21]3)=[O:15])[CH2:9][CH2:10][CH2:11][CH2:12]2)=[CH:6][CH:7]=1, predict the reactants needed to synthesize it.